This data is from Catalyst prediction with 721,799 reactions and 888 catalyst types from USPTO. The task is: Predict which catalyst facilitates the given reaction. Reactant: [C:1]12([O:18][CH2:17][CH2:16][O:15]1)[C:10]1[C:5](=[CH:6][CH:7]=[CH:8][CH:9]=1)[CH2:4][C@@H:3]([C:11](OC)=[O:12])[CH2:2]2.CC(C[AlH]CC(C)C)C. Product: [C:1]12([O:15][CH2:16][CH2:17][O:18]1)[C:10]1[C:5](=[CH:6][CH:7]=[CH:8][CH:9]=1)[CH2:4][C@@H:3]([CH:11]=[O:12])[CH2:2]2. The catalyst class is: 308.